Dataset: Catalyst prediction with 721,799 reactions and 888 catalyst types from USPTO. Task: Predict which catalyst facilitates the given reaction. (1) The catalyst class is: 567. Reactant: [S:1]1[C:5]([CH:6]=O)=[CH:4][N:3]=[CH:2]1.[CH:8](=[N:15]/[C:16]1[CH:24]=[CH:23][CH:22]=[C:21]2[C:17]=1[CH2:18][O:19][C:20]2=[O:25])\[C:9]1[CH:14]=[CH:13][CH:12]=[CH:11][CH:10]=1.[CH3:26][O-:27].[Na+]. Product: [O:27]=[C:26]1[C:17]2[C:21]([C:20]([O:19][CH3:18])=[O:25])=[CH:22][CH:23]=[CH:24][C:16]=2[NH:15][CH:8]([C:9]2[CH:14]=[CH:13][CH:12]=[CH:11][CH:10]=2)[CH:6]1[C:5]1[S:1][CH:2]=[N:3][CH:4]=1. (2) Reactant: C([Mg]Cl)(C)C.[Cl-].[Li+].Br[C:9]1[CH:10]=[N:11][CH:12]=[C:13]([C:15]([F:18])([F:17])[F:16])[CH:14]=1.[O:19]=[C:20]1[CH2:25][CH2:24][N:23]([C:26]([O:28][CH2:29][C:30]2[CH:35]=[CH:34][CH:33]=[CH:32][CH:31]=2)=[O:27])[CH2:22][CH2:21]1. Product: [OH:19][C:20]1([C:9]2[CH:10]=[N:11][CH:12]=[C:13]([C:15]([F:18])([F:17])[F:16])[CH:14]=2)[CH2:21][CH2:22][N:23]([C:26]([O:28][CH2:29][C:30]2[CH:35]=[CH:34][CH:33]=[CH:32][CH:31]=2)=[O:27])[CH2:24][CH2:25]1. The catalyst class is: 1. (3) Reactant: [CH3:1][N:2]1[CH2:7][CH2:6][N:5]([C:8]([C:10]2[CH:11]=[C:12]([CH:23]=[CH:24][CH:25]=2)[C:13]([O:15]CC2C=CC=CC=2)=[O:14])=[O:9])[CH2:4][CH2:3]1.C(O)C(F)(F)F.ClCCl. Product: [CH3:1][N:2]1[CH2:3][CH2:4][N:5]([C:8]([C:10]2[CH:11]=[C:12]([CH:23]=[CH:24][CH:25]=2)[C:13]([OH:15])=[O:14])=[O:9])[CH2:6][CH2:7]1. The catalyst class is: 63. (4) Reactant: [OH:1][C:2]1([C:6]2[S:7][C:8]([C:11]3[CH:12]=[C:13]([NH:18][C:19]4[N:24]=[C:23]([O:25][CH:26]5[CH2:31][CH2:30][CH:29]([C:32]([O:34]CC)=[O:33])[CH2:28][CH2:27]5)[CH:22]=[CH:21][N:20]=4)[CH:14]=[C:15]([CH3:17])[CH:16]=3)=[CH:9][N:10]=2)[CH2:5][CH2:4][CH2:3]1.CO.[OH-].[Na+].Cl. Product: [OH:1][C:2]1([C:6]2[S:7][C:8]([C:11]3[CH:12]=[C:13]([NH:18][C:19]4[N:24]=[C:23]([O:25][CH:26]5[CH2:31][CH2:30][CH:29]([C:32]([OH:34])=[O:33])[CH2:28][CH2:27]5)[CH:22]=[CH:21][N:20]=4)[CH:14]=[C:15]([CH3:17])[CH:16]=3)=[CH:9][N:10]=2)[CH2:3][CH2:4][CH2:5]1. The catalyst class is: 30. (5) Reactant: [CH2:1]([O:8][CH2:9][CH2:10][C:11]1[N:15]([CH3:16])[N:14]=[C:13]([N:17]2C(C)=CC=C2C)[CH:12]=1)[C:2]1[CH:7]=[CH:6][CH:5]=[CH:4][CH:3]=1.NO.O.C1(C)C=CC(S(O)(=O)=O)=CC=1. Product: [CH2:1]([O:8][CH2:9][CH2:10][C:11]1[N:15]([CH3:16])[N:14]=[C:13]([NH2:17])[CH:12]=1)[C:2]1[CH:3]=[CH:4][CH:5]=[CH:6][CH:7]=1. The catalyst class is: 8. (6) Reactant: C(OC([N:8]1[CH2:13][CH2:12][C@@H:11]([NH:14][S:15]([CH:18]([CH3:20])[CH3:19])(=[O:17])=[O:16])[C@H:10]([C:21]2[CH:26]=[CH:25][C:24]([C:27]3[CH:32]=[CH:31][C:30]([C:33]#[N:34])=[CH:29][CH:28]=3)=[CH:23][CH:22]=2)[CH2:9]1)=O)(C)(C)C.C(O)(C(F)(F)F)=O. Product: [C:33]([C:30]1[CH:31]=[CH:32][C:27]([C:24]2[CH:23]=[CH:22][C:21]([C@H:10]3[C@H:11]([NH:14][S:15]([CH:18]([CH3:20])[CH3:19])(=[O:17])=[O:16])[CH2:12][CH2:13][NH:8][CH2:9]3)=[CH:26][CH:25]=2)=[CH:28][CH:29]=1)#[N:34]. The catalyst class is: 2.